From a dataset of Reaction yield outcomes from USPTO patents with 853,638 reactions. Predict the reaction yield, written as a fraction of the theoretical maximum amount of product (1.0 means a 100% yield; for example, 0.34 means a 34% yield). (1) The reactants are [CH3:1][O:2][C:3]1[CH:4]=[C:5]([C:11]2[C:12]3[O:21][C:20]([CH2:22][N:23]4[CH2:29][CH2:28][CH2:27][N:26](C(OC(C)(C)C)=O)[CH2:25][CH2:24]4)=[CH:19][C:13]=3[C:14](=[O:18])[N:15]([CH3:17])[CH:16]=2)[CH:6]=[CH:7][C:8]=1[O:9][CH3:10].Cl.C(OCC)C. The catalyst is O1CCOCC1. The product is [N:23]1([CH2:22][C:20]2[O:21][C:12]3[C:11]([C:5]4[CH:6]=[CH:7][C:8]([O:9][CH3:10])=[C:3]([O:2][CH3:1])[CH:4]=4)=[CH:16][N:15]([CH3:17])[C:14](=[O:18])[C:13]=3[CH:19]=2)[CH2:29][CH2:28][CH2:27][NH:26][CH2:25][CH2:24]1. The yield is 0.750. (2) The reactants are [F:1][C:2]([F:19])([F:18])[C:3]1[NH:4][C:5]2[C:10]([CH:11]=1)=[C:9]([C:12]([F:15])([F:14])[F:13])[C:8]([C:16]#[N:17])=[CH:7][CH:6]=2.C([O-])([O-])=O.[Cs+].[Cs+].Cl[CH2:27][C:28]1[N:32]=[C:31]([C:33]2[CH:38]=[CH:37][CH:36]=[C:35]([C:39]([F:42])([F:41])[F:40])[CH:34]=2)[O:30][N:29]=1.CC#N. The catalyst is CCOC(C)=O. The product is [F:19][C:2]([F:1])([F:18])[C:3]1[N:4]([CH2:27][C:28]2[N:32]=[C:31]([C:33]3[CH:38]=[CH:37][CH:36]=[C:35]([C:39]([F:42])([F:40])[F:41])[CH:34]=3)[O:30][N:29]=2)[C:5]2[C:10]([CH:11]=1)=[C:9]([C:12]([F:14])([F:15])[F:13])[C:8]([C:16]#[N:17])=[CH:7][CH:6]=2. The yield is 0.620. (3) The reactants are [Cl:1][C:2]1[CH:19]=[CH:18][C:5](/[CH:6]=[N:7]/[C:8]2[CH:16]=[CH:15][CH:14]=[C:13]3[C:9]=2[CH2:10][O:11][C:12]3=[O:17])=[CH:4][CH:3]=1.[CH3:20][N:21]1[CH:25]=[CH:24][N:23]=[C:22]1[CH:26]=O.[O-:28][CH2:29][CH3:30].[Na+].C(O)C. The catalyst is C(OCC)(=O)CC. The product is [Cl:1][C:2]1[CH:3]=[CH:4][C:5]([CH:6]2[CH:26]([C:22]3[N:21]([CH3:20])[CH:25]=[CH:24][N:23]=3)[C:29](=[O:28])[C:30]3[C:13]([C:12]([O:11][CH2:10][CH3:9])=[O:17])=[CH:14][CH:15]=[CH:16][C:8]=3[NH:7]2)=[CH:18][CH:19]=1. The yield is 0.200. (4) The yield is 0.964. The product is [Br:1][C:2]1[CH:9]=[CH:8][CH:7]=[CH:6][C:3]=1[CH2:4][C:11]#[N:12]. The catalyst is CN(C)C=O. The reactants are [Br:1][C:2]1[CH:9]=[CH:8][CH:7]=[CH:6][C:3]=1[CH2:4]Br.O.[C-:11]#[N:12].[K+]. (5) The yield is 0.690. The product is [CH3:1][NH:2][S:3]([CH2:6][CH2:7][C:8]1[CH:13]=[CH:12][C:11]([NH2:14])=[C:10]([C:19]2[CH2:24][CH2:23][CH2:22][CH2:21][CH:20]=2)[CH:9]=1)(=[O:5])=[O:4]. The reactants are [CH3:1][NH:2][S:3]([CH2:6][CH2:7][C:8]1[CH:13]=[CH:12][C:11]([NH2:14])=[C:10](Br)[CH:9]=1)(=[O:5])=[O:4].CCO.[C:19]1(B(O)O)[CH2:24][CH2:23][CH2:22][CH2:21][CH:20]=1.C([O-])([O-])=O.[Na+].[Na+]. The catalyst is C1(C)C=CC=CC=1.CCOC(C)=O.C1C=CC([P]([Pd]([P](C2C=CC=CC=2)(C2C=CC=CC=2)C2C=CC=CC=2)([P](C2C=CC=CC=2)(C2C=CC=CC=2)C2C=CC=CC=2)[P](C2C=CC=CC=2)(C2C=CC=CC=2)C2C=CC=CC=2)(C2C=CC=CC=2)C2C=CC=CC=2)=CC=1.